From a dataset of Catalyst prediction with 721,799 reactions and 888 catalyst types from USPTO. Predict which catalyst facilitates the given reaction. (1) Reactant: [NH2:1][C:2]1[CH:3]=[C:4]2[C:9](=[CH:10][CH:11]=1)[N:8]=[CH:7][C:6]([C:12]#[N:13])=[C:5]2[NH:14][C:15]1[CH:20]=[CH:19][C:18]([F:21])=[C:17]([Cl:22])[CH:16]=1.[Br:23][C:24]1[CH:31]=[CH:30][C:29]([O:32][CH2:33][CH2:34][O:35][CH2:36][CH3:37])=[CH:28][C:25]=1[CH:26]=O.[BH3-]C#N.[Na+]. Product: [Br:23][C:24]1[CH:31]=[CH:30][C:29]([O:32][CH2:33][CH2:34][O:35][CH2:36][CH3:37])=[CH:28][C:25]=1[CH2:26][NH:1][C:2]1[CH:3]=[C:4]2[C:9](=[CH:10][CH:11]=1)[N:8]=[CH:7][C:6]([C:12]#[N:13])=[C:5]2[NH:14][C:15]1[CH:20]=[CH:19][C:18]([F:21])=[C:17]([Cl:22])[CH:16]=1. The catalyst class is: 14. (2) Reactant: [NH:1]1[C:9]2[C:4](=[CH:5][CH:6]=[CH:7][CH:8]=2)[C:3]([CH2:10][C@H:11]([NH:28]C(=O)OC(C)(C)C)[CH2:12][O:13][C:14]2[CH:15]=[N:16][CH:17]=[C:18](/[CH:20]=[CH:21]/[C:22]3[CH:27]=[CH:26][N:25]=[CH:24][CH:23]=3)[CH:19]=2)=[CH:2]1.Cl. Product: [NH:1]1[C:9]2[C:4](=[CH:5][CH:6]=[CH:7][CH:8]=2)[C:3]([CH2:10][C@H:11]([NH2:28])[CH2:12][O:13][C:14]2[CH:15]=[N:16][CH:17]=[C:18](/[CH:20]=[CH:21]/[C:22]3[CH:23]=[CH:24][N:25]=[CH:26][CH:27]=3)[CH:19]=2)=[CH:2]1. The catalyst class is: 269. (3) Product: [CH3:19][C:18]1[CH:17]=[CH:16][N:15]=[CH:14][C:13]=1[N:8]1[CH2:7][CH2:6][C:5]2[C:10](=[CH:11][C:2]([NH:1][C:23]([CH:20]3[CH2:22][CH2:21]3)=[O:24])=[CH:3][CH:4]=2)[C:9]1=[O:12]. The catalyst class is: 1. Reactant: [NH2:1][C:2]1[CH:11]=[C:10]2[C:5]([CH2:6][CH2:7][N:8]([C:13]3[CH:14]=[N:15][CH:16]=[CH:17][C:18]=3[CH3:19])[C:9]2=[O:12])=[CH:4][CH:3]=1.[CH:20]1([C:23](Cl)=[O:24])[CH2:22][CH2:21]1. (4) The catalyst class is: 420. Product: [CH3:33][O:32][C:29]1[CH:30]=[C:31]2[C:26](=[CH:27][C:28]=1[O:34][CH3:35])[N:25]=[CH:24][CH:23]=[C:22]2[O:1][C:2]1[CH:7]=[CH:6][C:5]([CH3:8])=[CH:4][C:3]=1[C:9](=[O:20])[CH2:10][CH2:11][CH2:12][CH2:13][CH2:14][CH2:15][C:16]([O:18][CH3:19])=[O:17]. Reactant: [OH:1][C:2]1[CH:7]=[CH:6][C:5]([CH3:8])=[CH:4][C:3]=1[C:9](=[O:20])[CH2:10][CH2:11][CH2:12][CH2:13][CH2:14][CH2:15][C:16]([O:18][CH3:19])=[O:17].Cl[C:22]1[C:31]2[C:26](=[CH:27][C:28]([O:34][CH3:35])=[C:29]([O:32][CH3:33])[CH:30]=2)[N:25]=[CH:24][CH:23]=1. (5) Reactant: [Br:1][C:2]1[C:3]([CH3:8])=[N:4][NH:5][C:6]=1[CH3:7].C([O-])([O-])=O.[K+].[K+].Cl[CH2:16][C:17]([N:19]1[CH2:24][CH2:23][N:22]([C:25]2[CH:30]=[CH:29][C:28]([F:31])=[CH:27][CH:26]=2)[CH2:21][CH2:20]1)=[O:18].CN(C=O)C. Product: [F:31][C:28]1[CH:27]=[CH:26][C:25]([N:22]2[CH2:21][CH2:20][N:19]([C:17](=[O:18])[CH2:16][N:4]3[C:3]([CH3:8])=[C:2]([Br:1])[C:6]([CH3:7])=[N:5]3)[CH2:24][CH2:23]2)=[CH:30][CH:29]=1. The catalyst class is: 195. (6) Product: [C:23]([O:26][CH:27]([O:31][C:32]([NH:1][CH2:2][CH2:3][CH2:4][C@@H:5]([CH2:9][C:10]1[N:11]=[CH:12][N:13]2[C:22]3[C:17](=[CH:18][CH:19]=[CH:20][CH:21]=3)[CH2:16][CH2:15][C:14]=12)[C:6]([OH:8])=[O:7])=[O:33])[CH:28]([CH3:30])[CH3:29])(=[O:25])[CH3:24]. Reactant: [NH2:1][CH2:2][CH2:3][CH2:4][C@@H:5]([CH2:9][C:10]1[N:11]=[CH:12][N:13]2[C:22]3[C:17](=[CH:18][CH:19]=[CH:20][CH:21]=3)[CH2:16][CH2:15][C:14]=12)[C:6]([OH:8])=[O:7].[C:23]([O:26][CH:27]([O:31][C:32](OC1C=CC([N+]([O-])=O)=CC=1)=[O:33])[CH:28]([CH3:30])[CH3:29])(=[O:25])[CH3:24].O. The catalyst class is: 9. (7) Reactant: [C:1](NC1C=C(B(O)O)C=CC=1)(=O)C=C.C(=O)([O-])[O-].[Na+].[Na+].[CH3:21][C:22]1[C:30]2[C:25](=[N:26][CH:27]=[C:28]([C:31]3[CH:32]=[C:33]([NH:37][C:38](=[O:41])[CH:39]=[CH2:40])[CH:34]=[CH:35][CH:36]=3)[CH:29]=2)[NH:24]N=1. Product: [CH3:21][C:22]1[C:30]2[C:25](=[N:26][CH:27]=[C:28]([C:31]3[CH:32]=[C:33]([NH:37][C:38](=[O:41])[CH:39]=[CH2:40])[CH:34]=[CH:35][CH:36]=3)[CH:29]=2)[NH:24][CH:1]=1. The catalyst class is: 511. (8) Reactant: Cl[C:2]1[CH:7]=[C:6]([C:8]([F:11])([F:10])[F:9])[CH:5]=[C:4]([C:12]#[N:13])[N:3]=1.[F-:14].[K+].[Cl-].[NH4+]. Product: [F:14][C:2]1[N:3]=[C:4]([C:12]#[N:13])[CH:5]=[C:6]([C:8]([F:11])([F:10])[F:9])[CH:7]=1. The catalyst class is: 16.